From a dataset of Full USPTO retrosynthesis dataset with 1.9M reactions from patents (1976-2016). Predict the reactants needed to synthesize the given product. (1) The reactants are: [C:1]([C:3]1[CH:4]=[C:5]([NH:12][C:13](=[O:15])[CH3:14])[CH:6]=[C:7]([C:9]([CH3:11])=[CH2:10])[CH:8]=1)#[N:2].[BH4-].[Na+].Cl. Given the product [NH2:2][CH2:1][C:3]1[CH:4]=[C:5]([NH:12][C:13](=[O:15])[CH3:14])[CH:6]=[C:7]([CH:9]([CH3:11])[CH3:10])[CH:8]=1, predict the reactants needed to synthesize it. (2) Given the product [Cl:23][C:20]1[CH:21]=[CH:22][C:17]([CH2:16][O:1][C:2]2[CH:7]=[N:6][N:5]([CH:8]3[CH2:13][CH2:12][CH2:11][CH2:10][O:9]3)[C:4](=[O:14])[CH:3]=2)=[CH:18][CH:19]=1, predict the reactants needed to synthesize it. The reactants are: [OH:1][C:2]1[CH:7]=[N:6][N:5]([CH:8]2[CH2:13][CH2:12][CH2:11][CH2:10][O:9]2)[C:4](=[O:14])[CH:3]=1.Br[CH2:16][C:17]1[CH:22]=[CH:21][C:20]([Cl:23])=[CH:19][CH:18]=1.CC#N.C(=O)([O-])[O-].[K+].[K+]. (3) Given the product [CH2:23]([C:24]1[C:25](=[O:26])[O:33][C:20]2[C:15]([C:14]=1[OH:21])=[CH:16][CH:17]=[CH:18][CH:19]=2)[C:32]1[CH:27]=[CH:28][CH:29]=[CH:30][CH:31]=1, predict the reactants needed to synthesize it. The reactants are: C([O-])=O.C([NH+](CC)CC)C.C(O)=O.[CH:14](=[O:21])[C:15]1[CH:20]=[CH:19][CH:18]=[CH:17][CH:16]=1.O[C:23]1[C:32]2[C:27](=[CH:28][CH:29]=[CH:30][CH:31]=2)[O:26][C:25](=[O:33])[CH:24]=1.